From a dataset of Full USPTO retrosynthesis dataset with 1.9M reactions from patents (1976-2016). Predict the reactants needed to synthesize the given product. (1) Given the product [F:1][C:2]1[CH:3]=[C:4]2[C:9](=[C:10]([NH:12][S:22]([C:17]3[CH:18]=[CH:19][CH:20]=[CH:21][C:16]=3[N+:13]([O-:15])=[O:14])(=[O:23])=[O:24])[CH:11]=1)[N:8]=[CH:7][CH:6]=[CH:5]2, predict the reactants needed to synthesize it. The reactants are: [F:1][C:2]1[CH:3]=[C:4]2[C:9](=[C:10]([NH2:12])[CH:11]=1)[N:8]=[CH:7][CH:6]=[CH:5]2.[N+:13]([C:16]1[CH:21]=[CH:20][CH:19]=[CH:18][C:17]=1[S:22](Cl)(=[O:24])=[O:23])([O-:15])=[O:14]. (2) Given the product [CH2:47]([N+:42]([CH2:3][CH2:2][CH2:10][CH3:9])([CH2:38][CH2:39][CH2:40][CH3:41])[CH2:43][CH2:44][CH2:45][CH3:46])[CH2:48][CH2:49][CH3:50].[O:31]([CH2:12][C:11]([N:7]1[C:8]2[C:4](=[CH:3][C:2]([Br:1])=[CH:10][CH:9]=2)[C:5](/[C:15](/[C:27]#[N:28])=[CH:16]/[C:17]2[CH:18]=[C:19]([C:20]#[N:21])[CH:22]=[CH:23][C:24]=2[O:25][CH3:26])=[CH:6]1)=[O:14])[P:30]([O:33][P:34]([O-:37])([O-:36])=[O:35])(=[O:29])[O-:32].[CH2:60]([N+:55]([CH2:64][CH2:65][CH2:66][CH3:67])([CH2:51][CH2:52][CH2:53][CH3:54])[CH2:56][CH2:57][CH2:58][CH3:59])[CH2:61][CH2:62][CH3:63].[CH2:73]([N+:68]([CH2:77][CH2:78][CH2:79][CH3:80])([CH2:64][CH2:65][CH2:66][CH3:67])[CH2:69][CH2:70][CH2:71][CH3:72])[CH2:74][CH2:75][CH3:76], predict the reactants needed to synthesize it. The reactants are: [Br:1][C:2]1[CH:3]=[C:4]2[C:8](=[CH:9][CH:10]=1)[N:7]([C:11](=[O:14])[CH2:12]Br)[CH:6]=[C:5]2/[C:15](/[C:27]#[N:28])=[CH:16]/[C:17]1[CH:18]=[C:19]([CH:22]=[CH:23][C:24]=1[O:25][CH3:26])[C:20]#[N:21].[O-:29][P:30]([O:33][P:34]([O-:37])([O-:36])=[O:35])(=[O:32])[O-:31].[CH2:38]([NH+:42]([CH2:47][CH2:48][CH2:49][CH3:50])[CH2:43][CH2:44][CH2:45][CH3:46])[CH2:39][CH2:40][CH3:41].[CH2:51]([NH+:55]([CH2:60][CH2:61][CH2:62][CH3:63])[CH2:56][CH2:57][CH2:58][CH3:59])[CH2:52][CH2:53][CH3:54].[CH2:64]([NH+:68]([CH2:73][CH2:74][CH2:75][CH3:76])[CH2:69][CH2:70][CH2:71][CH3:72])[CH2:65][CH2:66][CH3:67].[CH2:77]([NH+](CCCC)CCCC)[CH2:78][CH2:79][CH3:80]. (3) The reactants are: [CH3:1][NH:2][C@H:3]([C:14]([NH:16][C@H:17]([C:22]([N:24]([C@@H:26]([CH:35]([CH3:37])[CH3:36])/[CH:27]=[C:28](\[CH3:34])/[C:29]([O:31]CC)=[O:30])[CH3:25])=[O:23])[C:18]([CH3:21])([CH3:20])[CH3:19])=[O:15])[C:4]([CH3:13])([CH3:12])[C:5]1[CH:10]=[CH:9][CH:8]=[C:7]([CH3:11])[CH:6]=1.[OH-].[Li+]. Given the product [CH3:1][NH:2][C@H:3]([C:14]([NH:16][C@H:17]([C:22]([N:24]([C@@H:26]([CH:35]([CH3:37])[CH3:36])/[CH:27]=[C:28](/[C:29]([OH:31])=[O:30])\[CH3:34])[CH3:25])=[O:23])[C:18]([CH3:21])([CH3:20])[CH3:19])=[O:15])[C:4]([CH3:13])([CH3:12])[C:5]1[CH:10]=[CH:9][CH:8]=[C:7]([CH3:11])[CH:6]=1, predict the reactants needed to synthesize it. (4) Given the product [Br:9][C:3]1[CH:4]=[C:5]([CH:7]=[O:8])[S:6][C:2]=1[CH3:1], predict the reactants needed to synthesize it. The reactants are: [CH3:1][C:2]1[S:6][C:5]([CH:7]=[O:8])=[CH:4][CH:3]=1.[Br:9]Br. (5) The reactants are: [Br:1][C:2]1[CH:7]=[CH:6][C:5]([C:8](=[N:10][NH2:11])[CH3:9])=[C:4](F)[CH:3]=1.O.C(=O)(O)[O-].[Na+]. Given the product [Br:1][C:2]1[CH:7]=[C:6]2[C:5]([C:8]([CH3:9])=[N:10][NH:11]2)=[CH:4][CH:3]=1, predict the reactants needed to synthesize it. (6) Given the product [Cl:24][C:15]1[CH:14]=[C:13]([CH:18]=[CH:17][C:16]=1[C:19]([O:22][CH3:23])([CH3:21])[CH3:20])[CH:8]=[O:9], predict the reactants needed to synthesize it. The reactants are: C1(C2C=CC([CH:8]=[O:9])=CC=2)CC1.Br[C:13]1[CH:18]=[CH:17][C:16]([C:19]([O:22][CH3:23])([CH3:21])[CH3:20])=[C:15]([Cl:24])[CH:14]=1.[Li]CCCC.CCCCCC.CN(C=O)C. (7) Given the product [Cl:1][C:2]1[CH:3]=[C:4]([CH:9]([C@@H:15]([CH3:20])[C:16]([F:19])([F:17])[F:18])[C:10]([OH:12])=[O:11])[CH:5]=[CH:6][C:7]=1[Cl:8], predict the reactants needed to synthesize it. The reactants are: [Cl:1][C:2]1[CH:3]=[C:4]([CH:9]([C@@H:15]([CH3:20])[C:16]([F:19])([F:18])[F:17])[C:10]([O:12]CC)=[O:11])[CH:5]=[CH:6][C:7]=1[Cl:8].Cl.